From a dataset of Reaction yield outcomes from USPTO patents with 853,638 reactions. Predict the reaction yield, written as a fraction of the theoretical maximum amount of product (1.0 means a 100% yield; for example, 0.34 means a 34% yield). (1) The reactants are C([O:8][C:9]1[C:10](=[O:22])[CH:11]=[C:12]([CH:19]([F:21])[F:20])[N:13]([CH2:15][CH:16]2[CH2:18][CH2:17]2)[CH:14]=1)C1C=CC=CC=1.[H][H]. The catalyst is CO.[Pd]. The product is [CH:16]1([CH2:15][N:13]2[CH:14]=[C:9]([OH:8])[C:10](=[O:22])[CH:11]=[C:12]2[CH:19]([F:21])[F:20])[CH2:17][CH2:18]1. The yield is 0.830. (2) The yield is 0.900. The reactants are [CH3:1][NH:2][C:3]1[CH:4]=[C:5]([C:9]2[CH:14]=[CH:13][C:12](/[CH:15]=[CH:16]/[C:17]([O:19][CH2:20][CH3:21])=[O:18])=[CH:11][CH:10]=2)[CH:6]=[CH:7][CH:8]=1. The catalyst is CO.[Pd]. The product is [CH3:1][NH:2][C:3]1[CH:4]=[C:5]([C:9]2[CH:14]=[CH:13][C:12]([CH2:15][CH2:16][C:17]([O:19][CH2:20][CH3:21])=[O:18])=[CH:11][CH:10]=2)[CH:6]=[CH:7][CH:8]=1. (3) The reactants are [CH2:1]([C:4]1[CH:9]=[CH:8][CH:7]=[CH:6][C:5]=1[CH2:10][CH2:11]O)[CH2:2][CH3:3].C1C=CC(P(C2C=CC=CC=2)C2C=CC=CC=2)=CC=1.[I:32]I.N1C=CN=C1. The catalyst is ClCCl. The product is [I:32][CH2:11][CH2:10][C:5]1[CH:6]=[CH:7][CH:8]=[CH:9][C:4]=1[CH2:1][CH2:2][CH3:3]. The yield is 0.500. (4) The reactants are [Cl:1][C:2]1[N:6]2[CH:7]=[C:8]([C:15]3[NH:16][CH:17]=[CH:18][N:19]=3)[CH:9]=[C:10]([C:11]([F:14])([F:13])[F:12])[C:5]2=[N:4][C:3]=1[C:20]([O:22]C)=[O:21].[OH-].[Na+].Cl. The catalyst is C1COCC1.O. The product is [Cl:1][C:2]1[N:6]2[CH:7]=[C:8]([C:15]3[NH:19][CH:18]=[CH:17][N:16]=3)[CH:9]=[C:10]([C:11]([F:14])([F:12])[F:13])[C:5]2=[N:4][C:3]=1[C:20]([OH:22])=[O:21]. The yield is 0.370. (5) The reactants are [H-].[Na+].[CH3:3][O:4][C:5]([CH2:7]P(OC)(OC)=O)=[O:6].[Br:14][C:15]1[CH:20]=[CH:19][C:18]([C:21]2([CH2:28][OH:29])[CH2:26][CH2:25][C:24](=O)[CH2:23][CH2:22]2)=[CH:17][CH:16]=1. The catalyst is CO. The product is [Br:14][C:15]1[CH:16]=[CH:17][C:18]([C:21]2([CH2:28][OH:29])[CH2:26][CH2:25][C:24](=[CH:7][C:5]([O:4][CH3:3])=[O:6])[CH2:23][CH2:22]2)=[CH:19][CH:20]=1. The yield is 0.860. (6) The reactants are B(O)O.[C:4]([O:8][C:9](=[O:20])[NH:10][CH2:11][C:12]1[CH:17]=[C:16]([F:18])[CH:15]=[CH:14][C:13]=1[NH2:19])([CH3:7])([CH3:6])[CH3:5].CC[N:23]([CH2:26][CH3:27])[CH2:24][CH3:25]. The catalyst is C(Cl)Cl.CC([O-])=O.CC([O-])=O.[Cu+2]. The product is [C:4]([O:8][C:9](=[O:20])[NH:10][CH2:11][C:12]1[CH:17]=[C:16]([F:18])[CH:15]=[CH:14][C:13]=1[NH:19][C:14]1[CH:13]=[C:12]2[C:26](=[CH:27][CH:15]=1)[N:23]([CH2:24][CH:25]1[CH2:6][CH2:4][CH2:5]1)[N:10]=[CH:11]2)([CH3:7])([CH3:5])[CH3:6]. The yield is 0.370. (7) The reactants are [NH2:1][C:2]1[C:3]([O:13][CH3:14])=[N:4][C:5]2[C:10]([N:11]=1)=[CH:9][C:8]([CH3:12])=[CH:7][CH:6]=2.Cl[C:16]([O:18][CH2:19][CH3:20])=[O:17].N1C=CC=CC=1. The catalyst is ClCCl. The product is [CH3:14][O:13][C:3]1[C:2]([NH:1][C:16](=[O:17])[O:18][CH2:19][CH3:20])=[N:11][C:10]2[C:5](=[CH:6][CH:7]=[C:8]([CH3:12])[CH:9]=2)[N:4]=1. The yield is 0.980. (8) The reactants are [NH2:1][C:2]1[C:11]2[C:6](=[C:7](Br)[CH:8]=[CH:9][CH:10]=2)[N:5]=[N:4][C:3]=1[C:13]([NH:15][CH2:16][CH2:17][CH3:18])=[O:14].[F:19][C:20]([F:35])([F:34])[C:21]1[CH:22]=[C:23](B(O)O)[CH:24]=[C:25]([C:27]([F:30])([F:29])[F:28])[CH:26]=1. No catalyst specified. The product is [NH2:1][C:2]1[C:11]2[C:6](=[C:7]([C:23]3[CH:24]=[C:25]([C:27]([F:30])([F:28])[F:29])[CH:26]=[C:21]([C:20]([F:19])([F:35])[F:34])[CH:22]=3)[CH:8]=[CH:9][CH:10]=2)[N:5]=[N:4][C:3]=1[C:13]([NH:15][CH2:16][CH2:17][CH3:18])=[O:14]. The yield is 0.940.